This data is from Full USPTO retrosynthesis dataset with 1.9M reactions from patents (1976-2016). The task is: Predict the reactants needed to synthesize the given product. (1) Given the product [N:1]1([CH2:11][C:12]([O:14][CH2:15][CH3:16])=[O:13])[C:5]2=[N:6][CH:7]=[CH:8][CH:9]=[C:4]2[CH:3]=[N:2]1, predict the reactants needed to synthesize it. The reactants are: [NH:1]1[C:5]2=[N:6][CH:7]=[CH:8][CH:9]=[C:4]2[CH:3]=[N:2]1.Br[CH2:11][C:12]([O:14][CH2:15][CH3:16])=[O:13]. (2) Given the product [CH3:17][C:18]([CH3:32])=[CH:19][CH2:20][CH2:21]/[C:22](/[CH3:31])=[CH:23]/[CH2:24][CH2:25]/[C:26](/[CH3:30])=[CH:27]/[CH:28]=[O:29].[CH3:33][C:34]([CH3:48])=[CH:35][CH2:36][CH2:37]/[C:38](/[CH3:47])=[CH:39]/[CH2:40][CH2:41]/[C:42](/[CH3:46])=[CH:43]\[CH:44]=[O:45], predict the reactants needed to synthesize it. The reactants are: OC(CC/C=C(/CCC=C(C)C)\C)(C=C)C.[CH3:17][C:18]([CH3:32])=[CH:19][CH2:20][CH2:21]/[C:22](/[CH3:31])=[CH:23]/[CH2:24][CH2:25]/[C:26](/[CH3:30])=[CH:27]/[CH:28]=[O:29].[CH3:33][C:34]([CH3:48])=[CH:35][CH2:36][CH2:37]/[C:38](/[CH3:47])=[CH:39]/[CH2:40][CH2:41]/[C:42](/[CH3:46])=[CH:43]\[CH:44]=[O:45]. (3) Given the product [S:2]([C:5]1[CH:9]=[CH:8][S:7][C:6]=1[C:10]([O:12][CH3:13])=[O:11])(=[O:4])(=[O:3])[NH2:15], predict the reactants needed to synthesize it. The reactants are: Cl[S:2]([C:5]1[CH:9]=[CH:8][S:7][C:6]=1[C:10]([O:12][CH3:13])=[O:11])(=[O:4])=[O:3].O.[NH3:15]. (4) Given the product [N:9]1([C:7]([NH:6][CH2:5][C@H:4]([NH:19][C:20]([C:22]2[C:27]([CH3:28])=[N:26][C:25]([NH:29][CH2:30][CH2:31][CH2:32][C:33]3[CH:38]=[CH:37][CH:36]=[C:35]([OH:39])[CH:34]=3)=[N:24][C:23]=2[CH3:40])=[O:21])[C:3]([OH:41])=[O:2])=[O:8])[C:18]2[C:13](=[CH:14][CH:15]=[CH:16][CH:17]=2)[CH2:12][CH2:11][CH2:10]1, predict the reactants needed to synthesize it. The reactants are: C[O:2][C:3](=[O:41])[C@@H:4]([NH:19][C:20]([C:22]1[C:23]([CH3:40])=[N:24][C:25]([NH:29][CH2:30][CH2:31][CH2:32][C:33]2[CH:38]=[CH:37][CH:36]=[C:35]([OH:39])[CH:34]=2)=[N:26][C:27]=1[CH3:28])=[O:21])[CH2:5][NH:6][C:7]([N:9]1[C:18]2[C:13](=[CH:14][CH:15]=[CH:16][CH:17]=2)[CH2:12][CH2:11][CH2:10]1)=[O:8].O.[OH-].[Li+].S([O-])(O)(=O)=O.[K+]. (5) Given the product [C:1]([O:5][C@@H:6]([C:11]1[C:12]([C:32]2[CH:37]=[CH:36][C:35]([Cl:38])=[CH:34][CH:33]=2)=[C:13]2[C:20]([CH3:21])=[C:19]([CH3:22])[N:18]([CH2:23][C:24]3[CH:29]=[CH:28][CH:27]=[C:26]([C:30]#[N:31])[CH:25]=3)[C:14]2=[N:15][C:16]=1[CH3:17])[C:7]([OH:9])=[O:8])([CH3:4])([CH3:2])[CH3:3], predict the reactants needed to synthesize it. The reactants are: [C:1]([O:5][C@@H:6]([C:11]1[C:12]([C:32]2[CH:37]=[CH:36][C:35]([Cl:38])=[CH:34][CH:33]=2)=[C:13]2[C:20]([CH3:21])=[C:19]([CH3:22])[N:18]([CH2:23][C:24]3[CH:29]=[CH:28][CH:27]=[C:26]([C:30]#[N:31])[CH:25]=3)[C:14]2=[N:15][C:16]=1[CH3:17])[C:7]([O:9]C)=[O:8])([CH3:4])([CH3:3])[CH3:2].[Cl-].[Li+].Cl. (6) Given the product [CH3:22][O:21][CH2:20][O:19][C:11]1[C:12](=[O:18])[N:13]([CH2:15][O:16][CH3:17])[CH:14]=[C:9]([S:8][CH2:26][C:27]2[CH:28]=[N:29][C:30]([C:33]([F:36])([F:35])[F:34])=[CH:31][CH:32]=2)[CH:10]=1, predict the reactants needed to synthesize it. The reactants are: C(C1C=CC(C[S:8][C:9]2[CH:10]=[C:11]([O:19][CH2:20][O:21][CH3:22])[C:12](=[O:18])[N:13]([CH2:15][O:16][CH3:17])[CH:14]=2)=CC=1)C.Cl[CH2:26][C:27]1[CH:28]=[N:29][C:30]([C:33]([F:36])([F:35])[F:34])=[CH:31][CH:32]=1. (7) The reactants are: [Br:1][C:2]1[N:7]=[CH:6][C:5]2[CH:8]=[C:9]([C:11]3[O:15][CH:14]=[N:13][CH:12]=3)[NH:10][C:4]=2[CH:3]=1.[Cl:16]N1C(=O)CCC1=O. Given the product [Br:1][C:2]1[N:7]=[CH:6][C:5]2[C:8]([Cl:16])=[C:9]([C:11]3[O:15][CH:14]=[N:13][CH:12]=3)[NH:10][C:4]=2[CH:3]=1, predict the reactants needed to synthesize it.